This data is from Forward reaction prediction with 1.9M reactions from USPTO patents (1976-2016). The task is: Predict the product of the given reaction. Given the reactants [C:1]1([C:41]2[CH:46]=[CH:45][CH:44]=[CH:43][CH:42]=2)[CH:6]=[CH:5][C:4]([C@@:7]2([O:39][CH3:40])[CH2:38][N:10]3[C:11](=[O:37])[C@@H:12]([NH:29][C:30]([O:32][C:33]([CH3:36])([CH3:35])[CH3:34])=[O:31])[CH2:13][CH2:14][CH2:15][CH2:16][CH2:17][CH:18]=[CH:19][C@@H:20]4[CH2:25][C@@:21]4([C:26](O)=[O:27])[NH:22][C:23](=[O:24])[C@@H:9]3[CH2:8]2)=[CH:3][CH:2]=1.C1N=CN(C(N2C=NC=C2)=O)C=1.[CH:59]1([S:62]([NH2:65])(=[O:64])=[O:63])[CH2:61][CH2:60]1.C1CCN2C(=NCCC2)CC1, predict the reaction product. The product is: [C:1]1([C:41]2[CH:42]=[CH:43][CH:44]=[CH:45][CH:46]=2)[CH:6]=[CH:5][C:4]([C@@:7]2([O:39][CH3:40])[CH2:38][N:10]3[C:11](=[O:37])[C@@H:12]([NH:29][C:30](=[O:31])[O:32][C:33]([CH3:35])([CH3:36])[CH3:34])[CH2:13][CH2:14][CH2:15][CH2:16][CH2:17][CH:18]=[CH:19][C@@H:20]4[CH2:25][C@@:21]4([C:26](=[O:27])[NH:65][S:62]([CH:59]4[CH2:61][CH2:60]4)(=[O:64])=[O:63])[NH:22][C:23](=[O:24])[C@@H:9]3[CH2:8]2)=[CH:3][CH:2]=1.